The task is: Predict the reactants needed to synthesize the given product.. This data is from Full USPTO retrosynthesis dataset with 1.9M reactions from patents (1976-2016). (1) Given the product [C@H:33]12[CH2:38][C@H:36]([NH:35][CH2:34]1)[CH2:37][N:32]2[C:4]1[CH:5]=[CH:6][C:7]([C:8]2[N:13]3[N:14]=[C:15]([C:26]4[CH:31]=[CH:30][N:29]=[CH:28][CH:27]=4)[C:16]([C:17]4[CH:25]=[CH:24][CH:23]=[C:22]5[C:18]=4[CH:19]=[N:20][NH:21]5)=[C:12]3[N:11]=[CH:10][CH:9]=2)=[C:2]([F:1])[CH:3]=1, predict the reactants needed to synthesize it. The reactants are: [F:1][C:2]1[CH:3]=[C:4]([N:32]2[CH2:37][C@@H:36]3[CH2:38][C@H:33]2[CH2:34][N:35]3C(OC(C)(C)C)=O)[CH:5]=[CH:6][C:7]=1[C:8]1[N:13]2[N:14]=[C:15]([C:26]3[CH:31]=[CH:30][N:29]=[CH:28][CH:27]=3)[C:16]([C:17]3[CH:25]=[CH:24][CH:23]=[C:22]4[C:18]=3[CH:19]=[N:20][NH:21]4)=[C:12]2[N:11]=[CH:10][CH:9]=1.Cl. (2) Given the product [F:40][C:41]([F:46])([F:45])[C:42]([OH:44])=[O:43].[C:47]1([CH:53]([C:88]2[CH:89]=[CH:90][CH:91]=[CH:92][CH:93]=2)[CH2:54][NH:55][C:56]2[N:64]=[C:63]([NH:65][CH2:66][CH2:67][N:68]3[CH2:69][CH2:70][CH2:71][CH2:72][CH2:73]3)[N:62]=[C:61]3[C:57]=2[N:58]=[CH:59][N:60]3[C@@H:74]2[CH2:78][C@H:77]([N:79]3[N:3]=[C:4]([CH2:5][CH3:9])[CH:81]=[N:80]3)[C@@H:76]([OH:86])[C@H:75]2[OH:87])[CH:48]=[CH:49][CH:50]=[CH:51][CH:52]=1, predict the reactants needed to synthesize it. The reactants are: ClC1N=[C:9]2[C:5](N=CN2C2CC(N3C=C(CC)N=N3)C(O)C2O)=[C:4](NCC(C2C=CC=CC=2)C2C=CC=CC=2)[N:3]=1.[F:40][C:41]([F:46])([F:45])[C:42]([OH:44])=[O:43].[C:47]1([CH:53]([C:88]2[CH:93]=[CH:92][CH:91]=[CH:90][CH:89]=2)[CH2:54][NH:55][C:56]2[N:64]=[C:63]([NH:65][CH2:66][CH2:67][N:68]3[CH2:73][CH2:72][CH2:71][CH2:70][CH2:69]3)[N:62]=[C:61]3[C:57]=2[N:58]=[CH:59][N:60]3[C@@H:74]2[CH2:78][C@H:77]([N:79]3C=C(CO)[CH:81]=[N:80]3)[C@@H:76]([OH:86])[C@H:75]2[OH:87])[CH:52]=[CH:51][CH:50]=[CH:49][CH:48]=1. (3) Given the product [ClH:37].[ClH:37].[CH3:1][N:2]([CH2:4][C:5]1[C:13]2[O:12][N:11]=[C:10]([CH2:14][CH2:15][CH:16]3[CH2:17][CH2:18][N:19]([CH2:22][C:23]4[CH:24]=[CH:25][CH:26]=[CH:27][CH:28]=4)[CH2:20][CH2:21]3)[C:9]=2[CH:8]=[CH:7][C:6]=1[O:29][C:30]1[CH:35]=[CH:34][C:33]([F:36])=[CH:32][CH:31]=1)[CH3:3], predict the reactants needed to synthesize it. The reactants are: [CH3:1][N:2]([CH2:4][C:5]1[C:13]2[O:12][N:11]=[C:10]([CH2:14][CH2:15][CH:16]3[CH2:21][CH2:20][N:19]([CH2:22][C:23]4[CH:28]=[CH:27][CH:26]=[CH:25][CH:24]=4)[CH2:18][CH2:17]3)[C:9]=2[CH:8]=[CH:7][C:6]=1[O:29][C:30]1[CH:35]=[CH:34][C:33]([F:36])=[CH:32][CH:31]=1)[CH3:3].[ClH:37]. (4) Given the product [I:15][C:10]1[CH:9]=[C:8]2[C:13](=[CH:12][CH:11]=1)[NH:5][N:6]=[CH:7]2, predict the reactants needed to synthesize it. The reactants are: N([O-])=O.[Na+].[NH:5]1[C:13]2[C:8](=[CH:9][C:10](N)=[CH:11][CH:12]=2)[CH:7]=[N:6]1.[I-:15].[K+]. (5) Given the product [CH3:10][C:9]1[C:3]2[CH:4]=[CH:5][C:6]([OH:8])=[CH:7][C:2]=2[O:12][N:11]=1, predict the reactants needed to synthesize it. The reactants are: O[C:2]1[CH:7]=[C:6]([OH:8])[CH:5]=[CH:4][C:3]=1[C:9](=[N:11][OH:12])[CH3:10].[OH-].[K+]. (6) Given the product [CH3:29][N:30]([CH2:41][C:42]1[N:46]([CH:47]2[CH2:52][CH2:51][N:50]([CH3:54])[CH2:49][CH2:48]2)[C:45]2[CH:55]=[CH:56][CH:57]=[CH:58][C:44]=2[N:43]=1)[CH:31]1[C:40]2[N:39]=[CH:38][CH:37]=[CH:36][C:35]=2[CH2:34][CH2:33][CH2:32]1, predict the reactants needed to synthesize it. The reactants are: CN(CC1N(C2CCNCC2)C2C=CC=CC=2N=1)C1C2N=CC=CC=2CCC1.[CH3:29][N:30]([CH2:41][C:42]1[N:46]([CH2:47][CH:48]2C[CH2:52][CH2:51][N:50]([CH3:54])[CH2:49]2)[C:45]2[CH:55]=[CH:56][CH:57]=[CH:58][C:44]=2[N:43]=1)[CH:31]1[C:40]2[N:39]=[CH:38][CH:37]=[CH:36][C:35]=2[CH2:34][CH2:33][CH2:32]1. (7) Given the product [Br:17][C:18]1[CH:23]=[CH:22][C:21]([S:24]([N:8]2[CH2:7][CH2:6][N:5]([C:9]([C:11]3[CH:16]=[CH:15][CH:14]=[CH:13][CH:12]=3)=[O:10])[CH2:4][C@H:3]2[CH3:2])(=[O:26])=[O:25])=[CH:20][CH:19]=1, predict the reactants needed to synthesize it. The reactants are: Cl.[CH3:2][C@H:3]1[NH:8][CH2:7][CH2:6][N:5]([C:9]([C:11]2[CH:16]=[CH:15][CH:14]=[CH:13][CH:12]=2)=[O:10])[CH2:4]1.[Br:17][C:18]1[CH:23]=[CH:22][C:21]([S:24](Cl)(=[O:26])=[O:25])=[CH:20][CH:19]=1. (8) Given the product [Br:1][C:2]1[CH:10]=[CH:9][C:8]([CH3:11])=[CH:7][C:3]=1[C:4]([Cl:15])=[O:5], predict the reactants needed to synthesize it. The reactants are: [Br:1][C:2]1[CH:10]=[CH:9][C:8]([CH3:11])=[CH:7][C:3]=1[C:4](O)=[O:5].C(Cl)(=O)C([Cl:15])=O. (9) Given the product [Cl:1][C:2]1[CH:7]=[CH:6][C:5]([C:18]([C:17]2[CH:16]=[CH:15][C:14]([N+:11]([O-:13])=[O:12])=[CH:22][CH:21]=2)=[O:19])=[CH:4][CH:3]=1, predict the reactants needed to synthesize it. The reactants are: [Cl:1][C:2]1[CH:7]=[CH:6][C:5](B(O)O)=[CH:4][CH:3]=1.[N+:11]([C:14]1[CH:22]=[CH:21][C:17]([C:18](Cl)=[O:19])=[CH:16][CH:15]=1)([O-:13])=[O:12].[O-]P([O-])([O-])=O.[K+].[K+].[K+].